Task: Predict the reactants needed to synthesize the given product.. Dataset: Full USPTO retrosynthesis dataset with 1.9M reactions from patents (1976-2016) (1) Given the product [Cl:2][C:3]1[CH:4]=[C:5]([C:10]2[C:15]([CH2:16][NH:17][C:36](=[O:37])[CH:35]([C:25]3[CH:26]=[CH:27][C:28]([CH2:29][NH:30][S:31]([CH3:34])(=[O:32])=[O:33])=[C:23]([F:22])[CH:24]=3)[CH3:39])=[CH:14][CH:13]=[C:12]([C:18]([F:20])([F:21])[F:19])[N:11]=2)[CH:6]=[CH:7][C:8]=1[F:9], predict the reactants needed to synthesize it. The reactants are: Cl.[Cl:2][C:3]1[CH:4]=[C:5]([C:10]2[C:15]([CH2:16][NH2:17])=[CH:14][CH:13]=[C:12]([C:18]([F:21])([F:20])[F:19])[N:11]=2)[CH:6]=[CH:7][C:8]=1[F:9].[F:22][C:23]1[CH:24]=[C:25]([CH:35]([CH3:39])[C:36](O)=[O:37])[CH:26]=[CH:27][C:28]=1[CH2:29][NH:30][S:31]([CH3:34])(=[O:33])=[O:32].F[B-](F)(F)F.N1(OC(N(C)C)=[N+](C)C)C2C=CC=CC=2N=N1.C(N(C(C)C)C(C)C)C. (2) Given the product [CH3:22][O:21][C:18]1[CH:19]=[C:20]2[C:15](=[CH:16][C:17]=1[O:23][CH3:24])[N:14]=[CH:13][N:12]=[C:11]2[NH:10][C:6]1[C:7]([CH:8]=[C:2]([N:25]2[CH2:30][CH2:29][CH2:28][CH2:27][CH2:26]2)[C:3](=[O:4])[CH:5]=1)=[O:9], predict the reactants needed to synthesize it. The reactants are: Cl[C:2]1[C:3]([CH:5]=[C:6]([NH:10][C:11]2[C:20]3[C:15](=[CH:16][C:17]([O:23][CH3:24])=[C:18]([O:21][CH3:22])[CH:19]=3)[N:14]=[CH:13][N:12]=2)[C:7](=[O:9])[CH:8]=1)=[O:4].[NH:25]1[CH2:30][CH2:29][CH2:28][CH2:27][CH2:26]1.